Dataset: Reaction yield outcomes from USPTO patents with 853,638 reactions. Task: Predict the reaction yield, written as a fraction of the theoretical maximum amount of product (1.0 means a 100% yield; for example, 0.34 means a 34% yield). (1) The catalyst is CCO.[Pd]. The reactants are [C:1]([O:5][C:6]([N:8]1[CH2:12][C@@H:11]([N:13]([CH2:26][C:27]2[CH:32]=[C:31]([C:33]([F:36])([F:35])[F:34])[CH:30]=[C:29]([C:37]([F:40])([F:39])[F:38])[CH:28]=2)[C:14]2[N:19]=[CH:18][C:17](/[CH:20]=[CH:21]/[C:22]([O:24][CH3:25])=[O:23])=[CH:16][N:15]=2)[CH2:10][C@H:9]1[CH2:41][CH3:42])=[O:7])([CH3:4])([CH3:3])[CH3:2]. The product is [C:1]([O:5][C:6]([N:8]1[CH2:12][C@@H:11]([N:13]([CH2:26][C:27]2[CH:32]=[C:31]([C:33]([F:36])([F:35])[F:34])[CH:30]=[C:29]([C:37]([F:40])([F:38])[F:39])[CH:28]=2)[C:14]2[N:15]=[CH:16][C:17]([CH2:20][CH2:21][C:22]([O:24][CH3:25])=[O:23])=[CH:18][N:19]=2)[CH2:10][C@H:9]1[CH2:41][CH3:42])=[O:7])([CH3:4])([CH3:3])[CH3:2]. The yield is 0.990. (2) The reactants are [CH3:1][C:2]1OC(C2C=CC=CC=2)=[N:4][C:3]=1[CH2:13][O:14][C:15]1[N:20]=[CH:19][C:18]([CH2:21][O:22][C:23]2[C:28]([CH2:29][C:30]#N)=[CH:27][CH:26]=[CH:25][N:24]=2)=[CH:17][CH:16]=1.[CH2:32]([OH:34])[CH3:33].[OH-:35].[Na+].Cl.[OH2:38]. No catalyst specified. The product is [CH3:1][C:2]1[O:34][C:32]([C:33]2[CH:19]=[CH:18][CH:17]=[CH:16][CH:15]=2)=[N:4][C:3]=1[CH2:13][O:14][C:15]1[N:20]=[CH:19][C:18]([CH2:21][O:22][C:23]2[C:28]([CH2:29][C:30]([OH:38])=[O:35])=[CH:27][CH:26]=[CH:25][N:24]=2)=[CH:17][CH:16]=1. The yield is 0.900. (3) The reactants are [F:1][CH:2]([F:41])[C:3]1[N:7]([C:8]2[N:13]=[C:12]([N:14]3[CH2:19][CH2:18][O:17][CH2:16][CH2:15]3)[N:11]=[C:10]([C:20]3[CH:25]=[CH:24][C:23]([N:26](C)[C:27](=O)OC(C)(C)C)=[CH:22][CH:21]=3)[N:9]=2)[C:6]2[CH:35]=[CH:36][CH:37]=[C:38]([O:39][CH3:40])[C:5]=2[N:4]=1.C(O)(C(F)(F)F)=O.N. The catalyst is C(Cl)Cl. The product is [F:41][CH:2]([F:1])[C:3]1[N:7]([C:8]2[N:13]=[C:12]([N:14]3[CH2:19][CH2:18][O:17][CH2:16][CH2:15]3)[N:11]=[C:10]([C:20]3[CH:21]=[CH:22][C:23]([NH:26][CH3:27])=[CH:24][CH:25]=3)[N:9]=2)[C:6]2[CH:35]=[CH:36][CH:37]=[C:38]([O:39][CH3:40])[C:5]=2[N:4]=1. The yield is 0.870. (4) The reactants are [Cl:1][C:2]1[CH:21]=[C:20]([Cl:22])[CH:19]=[CH:18][C:3]=1[O:4][CH2:5][C:6]([NH:8][C:9]1[CH:10]=[C:11]([CH:15]=[CH:16][CH:17]=1)[C:12]([OH:14])=O)=[O:7].NCC[N:26]1[CH2:31][CH2:30][CH2:29][CH2:28][CH2:27]1.C(Cl)CCl.C1C=CC2N(O)N=[N:42][C:40]=2C=1.CCN(C(C)C)C(C)C. The catalyst is CN(CC1C=C(CN(C)C)C(O)=C(CN(C)C)C=1)C. The product is [Cl:1][C:2]1[CH:21]=[C:20]([Cl:22])[CH:19]=[CH:18][C:3]=1[O:4][CH2:5][C:6]([NH:8][C:9]1[CH:10]=[C:11]([CH:15]=[CH:16][CH:17]=1)[C:12]([NH:42][CH2:40][C:30]1[CH:31]=[N:26][CH:27]=[CH:28][CH:29]=1)=[O:14])=[O:7]. The yield is 0.700. (5) The reactants are [Br:1][C:2]1[CH:7]=[CH:6][C:5]([C:8]2[C:9]3[C:14]([CH:15]=[C:16]4[C:21]=2[CH:20]=[CH:19][CH:18]=[CH:17]4)=[CH:13][CH:12]=[CH:11][CH:10]=3)=[CH:4][CH:3]=1.C1C(=O)N([Br:29])C(=O)C1. The catalyst is CN(C)C=O.O. The product is [Br:29][C:15]1[C:16]2[C:21]([C:8]([C:5]3[CH:6]=[CH:7][C:2]([Br:1])=[CH:3][CH:4]=3)=[C:9]3[C:14]=1[CH:13]=[CH:12][CH:11]=[CH:10]3)=[CH:20][CH:19]=[CH:18][CH:17]=2. The yield is 0.770. (6) The product is [CH3:1][O:2][CH2:3][C@H:4]1[O:30][C@@H:8]([O:9][C:10]2[CH:15]=[C:14]([CH2:16][OH:17])[CH:13]=[CH:12][C:11]=2[CH2:21][C:22]2[CH:27]=[CH:26][C:25]([CH2:28][CH3:29])=[CH:24][CH:23]=2)[C@H:7]([OH:31])[C@@H:6]([OH:40])[C@@H:5]1[OH:49]. The catalyst is CO.C(Cl)Cl. The reactants are [CH3:1][O:2][CH2:3][C@H:4]1[O:30][C@@H:8]([O:9][C:10]2[CH:15]=[C:14]([CH2:16][O:17]C(=O)C)[CH:13]=[CH:12][C:11]=2[CH2:21][C:22]2[CH:27]=[CH:26][C:25]([CH2:28][CH3:29])=[CH:24][CH:23]=2)[C@H:7]([O:31]C(=O)C2C=CC=CC=2)[C@@H:6]([O:40]C(=O)C2C=CC=CC=2)[C@@H:5]1[O:49]C(=O)C1C=CC=CC=1.C(=O)([O-])[O-].[K+].[K+]. The yield is 0.770. (7) The reactants are [NH2:1][C@:2]12[CH2:37][CH2:36][C@@H:35]([C:38]([CH3:40])=[CH2:39])[C@@H:3]1[C@@H:4]1[C@@:17]([CH3:20])([CH2:18][CH2:19]2)[C@@:16]2([CH3:21])[C@@H:7]([C@:8]3([CH3:34])[C@@H:13]([CH2:14][CH2:15]2)[C:12]([CH3:23])([CH3:22])[C:11]([C:24]2[CH:33]=[CH:32][C:27]([C:28]([O:30][CH3:31])=[O:29])=[CH:26][CH:25]=2)=[CH:10][CH2:9]3)[CH2:6][CH2:5]1.Cl[CH2:42][CH2:43][N:44]1[CH2:49][CH2:48][S:47](=[O:51])(=[O:50])[CH2:46][CH2:45]1.P([O-])([O-])([O-])=O.[K+].[K+].[K+]. The catalyst is C(#N)C.[I-].[K+]. The product is [O:50]=[S:47]1(=[O:51])[CH2:48][CH2:49][N:44]([CH2:43][CH2:42][NH:1][C@:2]23[CH2:37][CH2:36][C@@H:35]([C:38]([CH3:40])=[CH2:39])[C@@H:3]2[C@@H:4]2[C@@:17]([CH3:20])([CH2:18][CH2:19]3)[C@@:16]3([CH3:21])[C@@H:7]([C@:8]4([CH3:34])[C@@H:13]([CH2:14][CH2:15]3)[C:12]([CH3:22])([CH3:23])[C:11]([C:24]3[CH:25]=[CH:26][C:27]([C:28]([O:30][CH3:31])=[O:29])=[CH:32][CH:33]=3)=[CH:10][CH2:9]4)[CH2:6][CH2:5]2)[CH2:45][CH2:46]1. The yield is 0.730. (8) The reactants are [F:1][C:2]1[CH:9]=[CH:8][C:5]([C:6]#[N:7])=[CH:4][C:3]=1[C:10]([C:12]1[CH:21]=[CH:20][C:19]2[C:14](=[CH:15][CH:16]=[C:17]([OH:22])[CH:18]=2)[CH:13]=1)=[O:11].C(=O)([O-])[O-].[K+].[K+].Cl.Cl.[CH3:31][N:32]([CH3:36])[CH2:33][CH2:34]Cl. The catalyst is CC(C)=O. The product is [CH3:31][N:32]([CH3:36])[CH2:33][CH2:34][O:22][C:17]1[CH:18]=[C:19]2[C:14](=[CH:15][CH:16]=1)[CH:13]=[C:12]([C:10]([C:3]1[CH:4]=[C:5]([CH:8]=[CH:9][C:2]=1[F:1])[C:6]#[N:7])=[O:11])[CH:21]=[CH:20]2. The yield is 0.560. (9) The reactants are [CH3:1][O:2][C:3]([C:5]1[O:9][CH:8]=[N:7][CH:6]=1)=[O:4].[Li+].C[Si]([N-][Si](C)(C)C)(C)C.[Cl:20]C(Cl)(Cl)C(Cl)(Cl)Cl. The catalyst is C1COCC1.CCOC(C)=O.O. The product is [CH3:1][O:2][C:3]([C:5]1[O:9][C:8]([Cl:20])=[N:7][CH:6]=1)=[O:4]. The yield is 0.620. (10) The reactants are [NH2:1][C:2]1[N:7]=[N:6][C:5]([N:8]2[CH2:13][CH2:12][N:11]([C:14]([C:16]3[CH:21]=[CH:20][CH:19]=[CH:18][C:17]=3[C:22]([F:25])([F:24])[F:23])=[O:15])[CH2:10][CH2:9]2)=[CH:4][CH:3]=1.[CH3:26][CH:27]([CH3:33])[CH2:28][CH2:29][C:30](O)=[O:31].CN(C)CCCN=C=NCC.O. The catalyst is O1CCCC1. The product is [F:23][C:22]([F:25])([F:24])[C:17]1[CH:18]=[CH:19][CH:20]=[CH:21][C:16]=1[C:14]([N:11]1[CH2:10][CH2:9][N:8]([C:5]2[N:6]=[N:7][C:2]([NH:1][C:30](=[O:31])[CH2:29][CH2:28][CH:27]([CH3:33])[CH3:26])=[CH:3][CH:4]=2)[CH2:13][CH2:12]1)=[O:15]. The yield is 0.240.